Dataset: Full USPTO retrosynthesis dataset with 1.9M reactions from patents (1976-2016). Task: Predict the reactants needed to synthesize the given product. (1) Given the product [Cl:9][C:3]1[CH:4]=[C:5]([F:8])[CH:6]=[CH:7][C:2]=1[CH:23]([C:20]1[N:19]([C:25]2[C:30]([F:31])=[CH:29][C:28]([F:32])=[CH:27][C:26]=2[F:33])[C:18]([CH3:17])=[N:22][CH:21]=1)[OH:24], predict the reactants needed to synthesize it. The reactants are: Br[C:2]1[CH:7]=[CH:6][C:5]([F:8])=[CH:4][C:3]=1[Cl:9].[Cl-].[Li+].C([Mg]Cl)(C)C.[CH3:17][C:18]1[N:19]([C:25]2[C:30]([F:31])=[CH:29][C:28]([F:32])=[CH:27][C:26]=2[F:33])[C:20]([CH:23]=[O:24])=[CH:21][N:22]=1.[Cl-].[NH4+]. (2) Given the product [C:1]([C:5]1[CH:10]=[CH:9][C:8]([S:11]([NH:14][C:15]2[C:20]([O:21][C:22]3[CH:27]=[CH:26][CH:25]=[CH:24][C:23]=3[O:28][CH3:29])=[C:19]([OH:45])[N:18]=[C:17]([C:31]3[N:36]=[CH:35][CH:34]=[CH:33][N:32]=3)[N:16]=2)(=[O:13])=[O:12])=[CH:7][CH:6]=1)([CH3:4])([CH3:3])[CH3:2], predict the reactants needed to synthesize it. The reactants are: [C:1]([C:5]1[CH:10]=[CH:9][C:8]([S:11]([NH:14][C:15]2[C:20]([O:21][C:22]3[CH:27]=[CH:26][CH:25]=[CH:24][C:23]=3[O:28][CH3:29])=[C:19](Cl)[N:18]=[C:17]([C:31]3[N:36]=[CH:35][CH:34]=[CH:33][N:32]=3)[N:16]=2)(=[O:13])=[O:12])=[CH:7][CH:6]=1)([CH3:4])([CH3:3])[CH3:2].[OH-].[K+].C1([O:45]C2C=CC=CC=2)C=CC=CC=1.O.